From a dataset of Full USPTO retrosynthesis dataset with 1.9M reactions from patents (1976-2016). Predict the reactants needed to synthesize the given product. (1) Given the product [CH:21]([CH2:26][O:27][C:18]([C:12]([O:11][C:8]([C:5]([C:1]([F:2])([F:3])[F:4])([F:6])[F:7])([F:10])[F:9])([C:14]([F:16])([F:17])[F:15])[F:13])=[O:19])([CH2:24][Br:25])[CH2:22][Br:23], predict the reactants needed to synthesize it. The reactants are: [C:1]([C:5]([C:8]([O:11][C:12]([C:18](F)=[O:19])([C:14]([F:17])([F:16])[F:15])[F:13])([F:10])[F:9])([F:7])[F:6])([F:4])([F:3])[F:2].[CH:21]([CH2:26][OH:27])([CH2:24][Br:25])[CH2:22][Br:23]. (2) Given the product [O:28]1[CH:32]=[CH:31][C:30]([C:2]2[C:3]([CH3:27])=[N:4][N:5]([C:20]3[CH:25]=[CH:24][CH:23]=[CH:22][C:21]=3[CH3:26])[C:6]=2[NH:7][C:8]2[CH:17]=[CH:16][C:15]([O:18][CH3:19])=[CH:14][C:9]=2[C:10]([OH:12])=[O:11])=[CH:29]1, predict the reactants needed to synthesize it. The reactants are: Br[C:2]1[C:3]([CH3:27])=[N:4][N:5]([C:20]2[CH:25]=[CH:24][CH:23]=[CH:22][C:21]=2[CH3:26])[C:6]=1[NH:7][C:8]1[CH:17]=[CH:16][C:15]([O:18][CH3:19])=[CH:14][C:9]=1[C:10]([O:12]C)=[O:11].[O:28]1[CH:32]=[CH:31][C:30](B(O)O)=[CH:29]1.C([O-])([O-])=O.[Na+].[Na+].N#N. (3) The reactants are: [CH3:1][O:2][C:3]1[CH:8]=[CH:7][C:6]([C:9]2[N:10]=[C:11](S(C)(=O)=O)[O:12][C:13]=2[C:14]2[CH:19]=[CH:18][C:17]([O:20][CH3:21])=[CH:16][CH:15]=2)=[CH:5][CH:4]=1.[NH2:26][C:27]1[CH:32]=[CH:31][CH:30]=[CH:29][N:28]=1.[H-].[Na+]. Given the product [CH3:1][O:2][C:3]1[CH:8]=[CH:7][C:6]([C:9]2[N:10]=[C:11]([NH:26][C:27]3[CH:32]=[CH:31][CH:30]=[CH:29][N:28]=3)[O:12][C:13]=2[C:14]2[CH:19]=[CH:18][C:17]([O:20][CH3:21])=[CH:16][CH:15]=2)=[CH:5][CH:4]=1, predict the reactants needed to synthesize it. (4) Given the product [NH2:37][C:38]1[N:43]=[CH:42][N:41]=[C:40]([O:44][C:45]2[CH:50]=[CH:49][C:48]([NH:51][C:52]([NH:54][C:55](=[O:64])[CH2:56][C:57]3[CH:62]=[CH:61][C:60]([F:63])=[CH:59][CH:58]=3)=[O:53])=[CH:47][C:46]=2[F:65])[CH:39]=1, predict the reactants needed to synthesize it. The reactants are: NC1C=CC(OC2N=CN=C(N)C=2)=C(F)C=1.FC1C=CC(CC(N=C=O)=O)=CC=1.COC1C=CC(C[NH:37][C:38]2[N:43]=[CH:42][N:41]=[C:40]([O:44][C:45]3[CH:50]=[CH:49][C:48]([NH:51][C:52]([NH:54][C:55](=[O:64])[CH2:56][C:57]4[CH:62]=[CH:61][C:60]([F:63])=[CH:59][CH:58]=4)=[O:53])=[CH:47][C:46]=3[F:65])[CH:39]=2)=CC=1. (5) Given the product [CH3:30][C:24]1([CH3:29])[NH:23][C:11](=[O:12])[N:10]([C:7]2[CH:6]=[CH:5][C:4]([S:3][C:2]([F:14])([F:1])[F:13])=[CH:9][CH:8]=2)[C:25]1=[O:26], predict the reactants needed to synthesize it. The reactants are: [F:1][C:2]([F:14])([F:13])[S:3][C:4]1[CH:9]=[CH:8][C:7]([N:10]=[C:11]=[O:12])=[CH:6][CH:5]=1.C(N(CC)CC)C.Cl.[NH2:23][C:24]([CH3:30])([CH3:29])[C:25](OC)=[O:26]. (6) Given the product [Br:38][CH2:1][C:2]1[CH:7]=[CH:6][C:5]([N+:8]([O-:10])=[O:9])=[CH:4][C:3]=1[S:11]([O:14][CH2:15][C:16]([CH3:19])([CH3:18])[CH3:17])(=[O:13])=[O:12], predict the reactants needed to synthesize it. The reactants are: [CH3:1][C:2]1[CH:7]=[CH:6][C:5]([N+:8]([O-:10])=[O:9])=[CH:4][C:3]=1[S:11]([O:14][CH2:15][C:16]([CH3:19])([CH3:18])[CH3:17])(=[O:13])=[O:12].C(OOC(=O)C1C=CC=CC=1)(=O)C1C=CC=CC=1.[Br:38]N1C(=O)CCC1=O. (7) Given the product [Cl-:21].[O:17]=[C:15]1[CH2:14][C@@H:11]2[CH2:10][N+:9]([C@H:7]([C:1]3[CH:2]=[CH:3][CH:4]=[CH:5][CH:6]=3)[CH3:8])([CH2:13][CH2:12]2)[CH2:20]1, predict the reactants needed to synthesize it. The reactants are: [C:1]1([C@@H:7]([N:9]2[CH2:13][CH2:12][C@H:11]([CH2:14][C:15]([O:17]C)=O)[CH2:10]2)[CH3:8])[CH:6]=[CH:5][CH:4]=[CH:3][CH:2]=1.I[CH2:20][Cl:21].C([N-]C(C)C)(C)C.[Li+].[NH4+].[Cl-]. (8) Given the product [F:1][C:2]1[C:10]([O:11][CH3:12])=[CH:9][CH:8]=[CH:7][C:3]=1[NH:16][C:19](=[O:36])[O:50][C:46]([CH3:49])([CH3:48])[CH3:47], predict the reactants needed to synthesize it. The reactants are: [F:1][C:2]1[C:10]([O:11][CH3:12])=[CH:9][CH:8]=[CH:7][C:3]=1C(O)=O.C([N:16]([CH:19](C)C)CC)(C)C.C1(C)C=CC=CC=1.C1(P(N=[N+]=[N-])(C2C=CC=CC=2)=[O:36])C=CC=CC=1.[C:46]([OH:50])([CH3:49])([CH3:48])[CH3:47]. (9) Given the product [CH3:11][C:7]1[C:6]2[N:5]([C:4]([C@@H:12]3[CH2:16][CH2:15][CH2:14][N:13]3[C:17]([O:19][CH2:20][C:21]3[CH:26]=[CH:25][CH:24]=[CH:23][CH:22]=3)=[O:18])=[N:3][C:2]=2[C:39]2[CH:40]=[CH:41][C:36]([C:34](=[O:35])[NH:33][C:28]3[CH:29]=[CH:30][CH:31]=[CH:32][N:27]=3)=[CH:37][CH:38]=2)[CH:10]=[CH:9][N:8]=1, predict the reactants needed to synthesize it. The reactants are: Br[C:2]1[N:3]=[C:4]([C@@H:12]2[CH2:16][CH2:15][CH2:14][N:13]2[C:17]([O:19][CH2:20][C:21]2[CH:26]=[CH:25][CH:24]=[CH:23][CH:22]=2)=[O:18])[N:5]2[CH:10]=[CH:9][N:8]=[C:7]([CH3:11])[C:6]=12.[N:27]1[CH:32]=[CH:31][CH:30]=[CH:29][C:28]=1[NH:33][C:34]([C:36]1[CH:41]=[CH:40][C:39](B(O)O)=[CH:38][CH:37]=1)=[O:35].C(=O)([O-])[O-].[K+].[K+].O.